This data is from Catalyst prediction with 721,799 reactions and 888 catalyst types from USPTO. The task is: Predict which catalyst facilitates the given reaction. (1) Reactant: [CH:1]1([N:7]2[C:12]([OH:13])=[C:11]([C:14]([NH:16][CH2:17][C:18]([O:20]CC)=[O:19])=[O:15])[C:10](=[O:23])[NH:9][C:8]2=[O:24])[CH2:6][CH2:5][CH2:4][CH2:3][CH2:2]1.C(=O)([O-])[O-].[K+].[K+].[Cl:31][C:32]1[CH:39]=[CH:38][CH:37]=[CH:36][C:33]=1[CH2:34]Br.Cl. Product: [Cl:31][C:32]1[CH:39]=[CH:38][CH:37]=[CH:36][C:33]=1[CH2:34][N:9]1[C:10](=[O:23])[C:11]([C:14]([NH:16][CH2:17][C:18]([OH:20])=[O:19])=[O:15])=[C:12]([OH:13])[N:7]([CH:1]2[CH2:2][CH2:3][CH2:4][CH2:5][CH2:6]2)[C:8]1=[O:24]. The catalyst class is: 9. (2) Reactant: [C:1]1([CH2:7][C:8](=[S:10])[NH2:9])[CH:6]=[CH:5][CH:4]=[CH:3][CH:2]=1.Br[CH:12]([C:18](OCC)=[O:19])[C:13]([O:15][CH2:16][CH3:17])=[O:14]. Product: [CH2:7]([C:8]1[S:10][C:12]([C:13]([O:15][CH2:16][CH3:17])=[O:14])=[C:18]([OH:19])[N:9]=1)[C:1]1[CH:6]=[CH:5][CH:4]=[CH:3][CH:2]=1. The catalyst class is: 11.